This data is from Forward reaction prediction with 1.9M reactions from USPTO patents (1976-2016). The task is: Predict the product of the given reaction. The product is: [CH2:1]([N:3]1[C:7]2=[N:8][C:9]([CH2:54][CH3:55])=[C:10]([CH2:19][NH:20][C:21]([C:23]3[CH:28]=[C:27]([C:29]([NH:31][CH2:32][C:33]4[CH:38]=[CH:37][C:36]([F:39])=[C:35]([C:40]5[CH:45]=[CH:44][CH:43]=[C:42]([CH2:46][N:47]6[CH2:52][CH2:51][N:50]([C:110]([O:112][C:113]([CH3:116])([CH3:115])[CH3:114])=[O:111])[C@@H:49]([CH3:53])[CH2:48]6)[CH:41]=5)[CH:34]=4)=[O:30])[CH:26]=[N:25][CH:24]=3)=[O:22])[C:11]([NH:12][CH:13]3[CH2:14][CH2:15][O:16][CH2:17][CH2:18]3)=[C:6]2[CH:5]=[N:4]1)[CH3:2]. Given the reactants [CH2:1]([N:3]1[C:7]2=[N:8][C:9]([CH2:54][CH3:55])=[C:10]([CH2:19][NH:20][C:21]([C:23]3[CH:24]=[N:25][CH:26]=[C:27]([C:29]([NH:31][CH2:32][C:33]4[CH:34]=[C:35]([C:40]5[CH:45]=[CH:44][CH:43]=[C:42]([CH2:46][N:47]6[CH2:52][CH2:51][NH:50][C@@H:49]([CH3:53])[CH2:48]6)[CH:41]=5)[C:36]([F:39])=[CH:37][CH:38]=4)=[O:30])[CH:28]=3)=[O:22])[C:11]([NH:12][CH:13]3[CH2:18][CH2:17][O:16][CH2:15][CH2:14]3)=[C:6]2[CH:5]=[N:4]1)[CH3:2].C(N1C2=NC(CC)=C(CNC(C3C=C(C(O)=O)C=NC=3)=O)C(NC3CCOCC3)=C2C=N1)C.NCC1C=CC(F)=C(C2C=CC=C(CN3CCN([C:110]([O:112][C:113]([CH3:116])([CH3:115])[CH3:114])=[O:111])[C@@H](C)C3)C=2)C=1.CN(C(ON1N=NC2C=CC=CC1=2)=[N+](C)C)C.F[P-](F)(F)(F)(F)F.CCN(CC)CC, predict the reaction product.